The task is: Predict the reactants needed to synthesize the given product.. This data is from Full USPTO retrosynthesis dataset with 1.9M reactions from patents (1976-2016). Given the product [CH3:35][O:36][C:37](=[O:48])[CH:38]([N:12]1[C:11]([CH2:10][CH2:9][O:8][Si:1]([C:4]([CH3:7])([CH3:6])[CH3:5])([CH3:3])[CH3:2])=[CH:15][N:14]=[CH:13]1)[C:39]1[CH:44]=[CH:43][CH:42]=[CH:41][C:40]=1[O:45][CH3:46], predict the reactants needed to synthesize it. The reactants are: [Si:1]([O:8][CH2:9][CH2:10][C:11]1[N:12]=[CH:13][N:14](C(C2C=CC=CC=2)(C2C=CC=CC=2)C2C=CC=CC=2)[CH:15]=1)([C:4]([CH3:7])([CH3:6])[CH3:5])([CH3:3])[CH3:2].[CH3:35][O:36][C:37](=[O:48])[CH:38](Br)[C:39]1[CH:44]=[CH:43][CH:42]=[CH:41][C:40]=1[O:45][CH3:46].CO.N(CC)CC.